From a dataset of Forward reaction prediction with 1.9M reactions from USPTO patents (1976-2016). Predict the product of the given reaction. Given the reactants [CH3:1][N:2]1[C:11]2[C:6](=[C:7]([N+:12]([O-])=O)[CH:8]=[CH:9][CH:10]=2)[C:5](=[O:15])[C:4]([CH3:16])=[CH:3]1.CN1C2C(=CC=C([N+]([O-])=O)C=2)C(=O)C(C)=C1.[H][H], predict the reaction product. The product is: [NH2:12][C:7]1[CH:8]=[CH:9][CH:10]=[C:11]2[C:6]=1[C:5](=[O:15])[C:4]([CH3:16])=[CH:3][N:2]2[CH3:1].